The task is: Predict the product of the given reaction.. This data is from Forward reaction prediction with 1.9M reactions from USPTO patents (1976-2016). (1) Given the reactants [F:1][C:2]1[CH:7]=[C:6]([C:8]2[N:12](O)[CH:11]=[N:10][C:9]=2[C:14]2[CH:15]=[N:16][CH:17]=[CH:18][CH:19]=2)[CH:5]=[CH:4][N:3]=1.P(Cl)(Cl)([Cl:22])=O, predict the reaction product. The product is: [Cl:22][C:11]1[NH:12][C:8]([C:6]2[CH:5]=[CH:4][N:3]=[C:2]([F:1])[CH:7]=2)=[C:9]([C:14]2[CH:15]=[N:16][CH:17]=[CH:18][CH:19]=2)[N:10]=1. (2) Given the reactants [Cl:1][C:2]1[CH:7]=[C:6]([NH:8][C:9]2[CH:14]=[CH:13][CH:12]=[CH:11][C:10]=2[CH2:15][O:16][CH2:17][CH2:18][OH:19])[CH:5]=[CH:4][C:3]=1[C:20]([C:22]1[CH:27]=[CH:26][CH:25]=[CH:24][C:23]=1[CH3:28])=[O:21].[C:29]1([CH3:39])[CH:34]=[CH:33][C:32]([S:35](Cl)(=[O:37])=[O:36])=[CH:31][CH:30]=1, predict the reaction product. The product is: [CH3:39][C:29]1[CH:34]=[CH:33][C:32]([S:35]([O:19][CH2:18][CH2:17][O:16][CH2:15][C:10]2[CH:11]=[CH:12][CH:13]=[CH:14][C:9]=2[NH:8][C:6]2[CH:5]=[CH:4][C:3]([C:20]([C:22]3[CH:27]=[CH:26][CH:25]=[CH:24][C:23]=3[CH3:28])=[O:21])=[C:2]([Cl:1])[CH:7]=2)(=[O:37])=[O:36])=[CH:31][CH:30]=1. (3) Given the reactants [Si:1]([O:8][CH2:9][CH2:10][C:11]1[C:12]([CH:18]([C:20]2[CH:24]=[C:23]([CH:25]3[O:29][CH2:28][CH2:27][O:26]3)[S:22][C:21]=2[Cl:30])O)=[N:13][C:14]([Cl:17])=[CH:15][CH:16]=1)([C:4]([CH3:7])([CH3:6])[CH3:5])([CH3:3])[CH3:2].C(N(CC)C(C)C)(C)C.CS([Cl:44])(=O)=O, predict the reaction product. The product is: [Si:1]([O:8][CH2:9][CH2:10][C:11]1[C:12]([CH:18]([Cl:44])[C:20]2[CH:24]=[C:23]([CH:25]3[O:29][CH2:28][CH2:27][O:26]3)[S:22][C:21]=2[Cl:30])=[N:13][C:14]([Cl:17])=[CH:15][CH:16]=1)([C:4]([CH3:7])([CH3:6])[CH3:5])([CH3:3])[CH3:2]. (4) Given the reactants I[C:2]1[CH:8]=[CH:7][CH:6]=[CH:5][C:3]=1[NH2:4].B1(B2OC(C)(C)C(C)(C)O2)OC(C)(C)C(C)(C)O1.C([O-])(=O)C.[K+].[CH3:32][O:33]/[N:34]=[CH:35]/[C:36]1[CH:37]=[N:38][C:39](Br)=[CH:40][CH:41]=1.C(=O)([O-])[O-].[Na+].[Na+], predict the reaction product. The product is: [CH3:32][O:33]/[N:34]=[CH:35]/[C:36]1[CH:37]=[N:38][C:39]([C:2]2[CH:8]=[CH:7][CH:6]=[CH:5][C:3]=2[NH2:4])=[CH:40][CH:41]=1. (5) Given the reactants [CH3:1][N:2]([CH3:64])[C:3]1[CH:8]=[CH:7][C:6]([CH:9]([C:55]2[CH:60]=[CH:59][C:58]([N:61]([CH3:63])[CH3:62])=[CH:57][CH:56]=2)[C:10]2[CH:23]=[C:22]3[CH:24]=[C:12]([CH2:13][N:14]([CH2:42][P:43]([O:50]CCCC)([O:45]CCCC)=[O:44])[CH2:15][CH2:16][N:17]([CH2:38][C:39]([OH:41])=[O:40])[CH2:18][CH2:19][N:20]([CH2:25][P:26]([O:33]CCCC)([O:28]CCCC)=[O:27])[CH2:21]3)[CH:11]=2)=[CH:5][CH:4]=1, predict the reaction product. The product is: [CH3:63][N:61]([CH3:62])[C:58]1[CH:59]=[CH:60][C:55]([CH:9]([C:6]2[CH:5]=[CH:4][C:3]([N:2]([CH3:64])[CH3:1])=[CH:8][CH:7]=2)[C:10]2[CH:23]=[C:22]3[CH:24]=[C:12]([CH2:13][N:14]([CH2:42][P:43]([OH:50])([OH:45])=[O:44])[CH2:15][CH2:16][N:17]([CH2:38][C:39]([OH:41])=[O:40])[CH2:18][CH2:19][N:20]([CH2:25][P:26]([OH:33])([OH:28])=[O:27])[CH2:21]3)[CH:11]=2)=[CH:56][CH:57]=1. (6) Given the reactants [Cl:1][C:2]1[CH:7]=[CH:6][C:5]([CH:8]([C:26]2[CH:27]=[N:28][N:29]([CH3:31])[CH:30]=2)[N:9]2[CH:14]=[CH:13][C:12]([C:15]3[CH:20]=[CH:19][N:18]=[C:17](S(C)(=O)=O)[N:16]=3)=[CH:11][C:10]2=[O:25])=[CH:4][C:3]=1[F:32].[O:33]1[CH2:38][CH2:37][CH:36]([NH2:39])[CH2:35][CH2:34]1, predict the reaction product. The product is: [Cl:1][C:2]1[CH:7]=[CH:6][C:5]([CH:8]([C:26]2[CH:27]=[N:28][N:29]([CH3:31])[CH:30]=2)[N:9]2[CH:14]=[CH:13][C:12]([C:15]3[CH:20]=[CH:19][N:18]=[C:17]([NH:39][CH:36]4[CH2:37][CH2:38][O:33][CH2:34][CH2:35]4)[N:16]=3)=[CH:11][C:10]2=[O:25])=[CH:4][C:3]=1[F:32]. (7) Given the reactants [C:1]([O:5][C:6]([N:8]1[CH2:13][CH2:12][C:11](=O)[CH2:10][CH2:9]1)=[O:7])([CH3:4])([CH3:3])[CH3:2].[C:15]([O:23]CC)(=[O:22])[CH2:16][C:17]([O:19]CC)=[O:18].N1C=CC=CC=1.O, predict the reaction product. The product is: [C:1]([O:5][C:6]([N:8]1[CH2:13][CH2:12][CH:11]([CH:16]([C:15]([OH:23])=[O:22])[C:17]([OH:19])=[O:18])[CH2:10][CH2:9]1)=[O:7])([CH3:4])([CH3:3])[CH3:2].